Dataset: Full USPTO retrosynthesis dataset with 1.9M reactions from patents (1976-2016). Task: Predict the reactants needed to synthesize the given product. (1) The reactants are: [CH3:1][O:2][C:3]1[CH:31]=[C:30]([O:32][CH3:33])[CH:29]=[CH:28][C:4]=1[CH2:5][N:6]1[C:14](=[O:15])[C:13]2[C:12]([NH:16][C:17]3[CH:18]=[C:19]([CH3:23])[CH:20]=[CH:21][CH:22]=3)=[N:11][C:10](S(C)(=O)=O)=[N:9][C:8]=2[CH2:7]1.[NH2:34][CH2:35][CH2:36][NH:37][C:38](=[O:44])[O:39][C:40]([CH3:43])([CH3:42])[CH3:41].CCN(CC)CC.Cl. Given the product [CH3:1][O:2][C:3]1[CH:31]=[C:30]([O:32][CH3:33])[CH:29]=[CH:28][C:4]=1[CH2:5][N:6]1[C:14](=[O:15])[C:13]2[C:12]([NH:16][C:17]3[CH:18]=[C:19]([CH3:23])[CH:20]=[CH:21][CH:22]=3)=[N:11][C:10]([NH:34][CH2:35][CH2:36][NH:37][C:38](=[O:44])[O:39][C:40]([CH3:42])([CH3:41])[CH3:43])=[N:9][C:8]=2[CH2:7]1, predict the reactants needed to synthesize it. (2) Given the product [CH2:20]([O:19][C:17](=[O:18])[CH2:16][O:8][C:4]1[CH:5]=[CH:6][CH:7]=[C:2]([I:1])[CH:3]=1)[CH3:21], predict the reactants needed to synthesize it. The reactants are: [I:1][C:2]1[CH:3]=[C:4]([OH:8])[CH:5]=[CH:6][CH:7]=1.C([O-])([O-])=O.[K+].[K+].Br[CH2:16][C:17]([O:19][CH2:20][CH3:21])=[O:18].O.